The task is: Predict which catalyst facilitates the given reaction.. This data is from Catalyst prediction with 721,799 reactions and 888 catalyst types from USPTO. Reactant: [CH3:1][C:2]1[NH:10][C:5]2=[CH:6][N:7]=[CH:8][CH:9]=[C:4]2[CH:3]=1.[Li]CCCC.C(O[K])(C)(C)C.[F:22][C:23]1([C:26](=[O:40])[CH2:27][C:28]([C:31]2[CH:36]=[C:35]([F:37])[CH:34]=[CH:33][C:32]=2[O:38][CH3:39])([CH3:30])[CH3:29])[CH2:25][CH2:24]1. Product: [F:22][C:23]1([C:26]([OH:40])([CH2:27][C:28]([C:31]2[CH:36]=[C:35]([F:37])[CH:34]=[CH:33][C:32]=2[O:38][CH3:39])([CH3:30])[CH3:29])[CH2:1][C:2]2[NH:10][C:5]3=[CH:6][N:7]=[CH:8][CH:9]=[C:4]3[CH:3]=2)[CH2:24][CH2:25]1. The catalyst class is: 56.